Dataset: Full USPTO retrosynthesis dataset with 1.9M reactions from patents (1976-2016). Task: Predict the reactants needed to synthesize the given product. (1) Given the product [F:1][C:2]1[CH:3]=[CH:4][C:5]([C@@H:8]([NH:10][C:11]2[C:16]([OH:17])=[CH:15][N:14]=[C:13]([NH:19][C:20]3[C:21](=[O:26])[NH:22][CH:23]=[CH:24][CH:25]=3)[N:12]=2)[CH3:9])=[N:6][CH:7]=1, predict the reactants needed to synthesize it. The reactants are: [F:1][C:2]1[CH:3]=[CH:4][C:5]([C@@H:8]([NH:10][C:11]2[C:16]([O:17]C)=[CH:15][N:14]=[C:13]([NH:19][C:20]3[C:21]([O:26]C)=[N:22][CH:23]=[CH:24][CH:25]=3)[N:12]=2)[CH3:9])=[N:6][CH:7]=1.Br. (2) Given the product [C:5]1(=[O:11])[NH:4][C:8](=[O:9])[CH:7]=[CH:6]1.[CH2:1]([NH2:4])[C:2]#[CH:3], predict the reactants needed to synthesize it. The reactants are: [CH2:1]([NH2:4])[C:2]#[CH:3].[C:5]1(=[O:11])O[C:8](=[O:9])[CH:7]=[CH:6]1.C(OC(=O)C)(=O)C.C([O-])(=O)C.[Na+]. (3) Given the product [CH3:1][N:2]1[CH2:7][CH2:6][N:5]([C:8]([O:10][C@@H:11]2[N:20]([C:21]3[CH:22]=[CH:23][C:24]([Cl:27])=[CH:25][N:26]=3)[C:18](=[O:19])[C:13]3[N:14]=[CH:15][CH:16]=[N:17][C:12]2=3)=[O:9])[CH2:4][CH2:3]1.[C:28]([O-:36])(=[O:35])[C@@H:29]([CH2:31][C:32]([O-:34])=[O:33])[OH:30], predict the reactants needed to synthesize it. The reactants are: [CH3:1][N:2]1[CH2:7][CH2:6][N:5]([C:8]([O:10][C@@H:11]2[N:20]([C:21]3[CH:22]=[CH:23][C:24]([Cl:27])=[CH:25][N:26]=3)[C:18](=[O:19])[C:13]3[N:14]=[CH:15][CH:16]=[N:17][C:12]2=3)=[O:9])[CH2:4][CH2:3]1.[C:28]([OH:36])(=[O:35])[C@@H:29]([CH2:31][C:32]([OH:34])=[O:33])[OH:30].CN1CCN(C(OC2N(C3C=CC(Cl)=CN=3)C(=O)C3N=CC=NC2=3)=O)CC1.C([O-])(=O)[C@@H](CC([O-])=O)O. (4) Given the product [CH:1]1([S:4]([C:7]2[CH:8]=[CH:9][C:10]([CH:13]([CH2:18][CH:19]3[CH2:24][CH2:23][O:22][CH2:21][CH2:20]3)[C:14](=[O:17])[CH2:15][CH2:16][C:36]([C:34]3[S:35][C:31]([CH:29]4[CH2:28][O:27][C:26]([CH3:38])([CH3:25])[O:30]4)=[CH:32][N:33]=3)=[O:37])=[CH:11][CH:12]=2)(=[O:6])=[O:5])[CH2:3][CH2:2]1, predict the reactants needed to synthesize it. The reactants are: [CH:1]1([S:4]([C:7]2[CH:12]=[CH:11][C:10]([CH:13]([CH2:18][CH:19]3[CH2:24][CH2:23][O:22][CH2:21][CH2:20]3)[C:14](=[O:17])[CH:15]=[CH2:16])=[CH:9][CH:8]=2)(=[O:6])=[O:5])[CH2:3][CH2:2]1.[CH3:25][C:26]1([CH3:38])[O:30][CH:29]([C:31]2[S:35][C:34]([CH:36]=[O:37])=[N:33][CH:32]=2)[CH2:28][O:27]1.C(N(CC)CC)C.